This data is from Reaction yield outcomes from USPTO patents with 853,638 reactions. The task is: Predict the reaction yield, written as a fraction of the theoretical maximum amount of product (1.0 means a 100% yield; for example, 0.34 means a 34% yield). (1) The reactants are [C:1]12([N:11]3[CH:15]=[C:14]([CH2:16][S:17][C:18]4[CH:23]=[C:22]([Cl:24])[CH:21]=[CH:20][C:19]=4[Cl:25])[N:13]=[N:12]3)[CH2:10][CH:5]3[CH2:6][CH:7]([CH2:9][CH:3]([CH2:4]3)[CH2:2]1)[CH2:8]2.C1C=C(Cl)C=C(C(OO)=[O:34])C=1. The catalyst is C(Cl)Cl. The product is [C:1]12([N:11]3[CH:15]=[C:14]([CH2:16][S:17]([C:18]4[CH:23]=[C:22]([Cl:24])[CH:21]=[CH:20][C:19]=4[Cl:25])=[O:34])[N:13]=[N:12]3)[CH2:10][CH:5]3[CH2:4][CH:3]([CH2:9][CH:7]([CH2:6]3)[CH2:8]1)[CH2:2]2. The yield is 0.960. (2) The reactants are [CH3:1][O:2][C:3](=[O:16])[C:4]1[CH:9]=[C:8]([N+:10]([O-:12])=[O:11])[C:7]([NH2:13])=[C:6]([F:14])[C:5]=1F.[NH2:17][C:18]1[C:19]([CH3:24])=[CH:20][CH:21]=[CH:22][CH:23]=1. The catalyst is C(OCC)C. The product is [CH3:1][O:2][C:3](=[O:16])[C:4]1[CH:9]=[C:8]([N+:10]([O-:12])=[O:11])[C:7]([NH2:13])=[C:6]([F:14])[C:5]=1[NH:17][C:18]1[CH:23]=[CH:22][CH:21]=[CH:20][C:19]=1[CH3:24]. The yield is 0.680. (3) The reactants are [CH3:1][C:2]1[C:10]([CH3:12])([CH3:11])[C:9]2[C:4](=[CH:5][CH:6]=[CH:7][CH:8]=2)[N:3]=1.[Cl-:13].[Br:14][CH2:15][CH2:16][CH2:17][N+:18]([CH2:23][CH3:24])([CH2:21][CH3:22])[CH2:19][CH3:20]. No catalyst specified. The product is [Cl-:13].[Br-:14].[CH3:1][C:2]1[C:10]([CH3:12])([CH3:11])[C:9]2[C:4](=[CH:5][CH:6]=[CH:7][CH:8]=2)[N+:3]=1[CH2:15][CH2:16][CH2:17][N+:18]([CH2:23][CH3:24])([CH2:21][CH3:22])[CH2:19][CH3:20]. The yield is 0.360. (4) The reactants are [CH2:1]([C@H:8]1[CH2:12][O:11][C:10](=[O:13])[NH:9]1)[C:2]1[CH:7]=[CH:6][CH:5]=[CH:4][CH:3]=1.[Li]CCCC.[F:19][C:20]1[CH:25]=[CH:24][C:23]([CH2:26][C:27](Cl)=[O:28])=[CH:22][CH:21]=1. The catalyst is C1COCC1. The product is [CH2:1]([C@H:8]1[CH2:12][O:11][C:10](=[O:13])[N:9]1[C:27](=[O:28])[CH2:26][C:23]1[CH:24]=[CH:25][C:20]([F:19])=[CH:21][CH:22]=1)[C:2]1[CH:3]=[CH:4][CH:5]=[CH:6][CH:7]=1. The yield is 0.810. (5) The reactants are [Br:1][C:2]1[CH:8]=[C:7]([O:9][CH3:10])[CH:6]=[CH:5][C:3]=1[NH2:4].[C:11]([C:17]([O:19][CH3:20])=[O:18])#[C:12][C:13]([O:15][CH3:16])=[O:14].C(O)C. The catalyst is CO. The product is [CH3:16][O:15][C:13](=[O:14])[C:12]([NH:4][C:3]1[CH:5]=[CH:6][C:7]([O:9][CH3:10])=[CH:8][C:2]=1[Br:1])=[CH:11][C:17]([O:19][CH3:20])=[O:18]. The yield is 0.930.